This data is from Forward reaction prediction with 1.9M reactions from USPTO patents (1976-2016). The task is: Predict the product of the given reaction. (1) Given the reactants [Br:1][C:2]1[C:7]([O:8][C:9]2[CH:14]=[CH:13][C:12]([S:15]([CH3:18])(=[O:17])=[O:16])=[CH:11][CH:10]=2)=[CH:6][C:5]([NH:19][C:20]([C:22]2[CH:27]=[CH:26][CH:25]=[CH:24][N:23]=2)=O)=[C:4]([N+:28]([O-])=O)[CH:3]=1.Cl.O.O.[Sn](Cl)Cl.C(=O)(O)[O-].[Na+], predict the reaction product. The product is: [Br:1][C:2]1[C:7]([O:8][C:9]2[CH:14]=[CH:13][C:12]([S:15]([CH3:18])(=[O:17])=[O:16])=[CH:11][CH:10]=2)=[CH:6][C:5]2[N:19]=[C:20]([C:22]3[CH:27]=[CH:26][CH:25]=[CH:24][N:23]=3)[NH:28][C:4]=2[CH:3]=1. (2) Given the reactants Br[C:2]1[CH:7]=[CH:6][CH:5]=[CH:4][N:3]=1.C([Li])CCC.[C:13]([O:17][C:18]([N:20]1[CH2:25][CH2:24][CH:23]([CH:26]=[O:27])[CH2:22][CH2:21]1)=[O:19])([CH3:16])([CH3:15])[CH3:14], predict the reaction product. The product is: [C:13]([O:17][C:18]([N:20]1[CH2:25][CH2:24][CH:23]([CH:26]([OH:27])[C:2]2[CH:7]=[CH:6][CH:5]=[CH:4][N:3]=2)[CH2:22][CH2:21]1)=[O:19])([CH3:16])([CH3:15])[CH3:14]. (3) Given the reactants S(=O)(=O)(O)O.[Cl:6][C:7]1[CH:12]=[CH:11][C:10]([CH2:13][C:14]([O-:16])=[O:15])=[CH:9][C:8]=1[O:17][CH:18]([F:20])[F:19].[CH2:21](O)[CH3:22], predict the reaction product. The product is: [CH2:21]([O:15][C:14](=[O:16])[CH2:13][C:10]1[CH:11]=[CH:12][C:7]([Cl:6])=[C:8]([O:17][CH:18]([F:19])[F:20])[CH:9]=1)[CH3:22]. (4) Given the reactants Cl[C:2]1[C:10]2[C:6](=[N:7][O:8][N:9]=2)[CH:5]=[CH:4][CH:3]=1.[CH3:11][C:12]1[CH:13]=[C:14](B(O)O)[CH:15]=[C:16]([CH3:18])[CH:17]=1.[F-].[K+].C1(P(C2CCCCC2)C2C=CC=CC=2C2C=CC=CC=2)CCCCC1, predict the reaction product. The product is: [CH3:11][C:12]1[CH:13]=[C:14]([C:2]2[C:10]3[C:6](=[N:7][O:8][N:9]=3)[CH:5]=[CH:4][CH:3]=2)[CH:15]=[C:16]([CH3:18])[CH:17]=1. (5) Given the reactants [CH2:1]([O:8][C:9](=[O:20])[NH:10][C@@H:11]1[CH2:14][C@H:13]([C:15](=[O:17])[NH2:16])[C:12]1([CH3:19])[CH3:18])[C:2]1[CH:7]=[CH:6][CH:5]=[CH:4][CH:3]=1.CO[CH:23](OC)[N:24]([CH3:26])[CH3:25], predict the reaction product. The product is: [CH2:1]([O:8][C:9](=[O:20])[NH:10][C@@H:11]1[CH2:14][C@H:13]([C:15](=[O:17])/[N:16]=[CH:23]/[N:24]([CH3:26])[CH3:25])[C:12]1([CH3:18])[CH3:19])[C:2]1[CH:3]=[CH:4][CH:5]=[CH:6][CH:7]=1. (6) Given the reactants [CH2:1]([N:3]1[CH2:8][CH2:7][CH2:6][CH:5]([CH2:9]O)[CH2:4]1)[CH3:2].C(Br)(Br)(Br)[Br:12], predict the reaction product. The product is: [Br:12][CH2:9][CH:5]1[CH2:6][CH2:7][CH2:8][N:3]([CH2:1][CH3:2])[CH2:4]1. (7) Given the reactants [N:1]1[CH:6]=[CH:5][C:4]([C:7]2[N:11]3[CH:12]=[CH:13][CH:14]=[CH:15][C:10]3=[N:9][C:8]=2[CH2:16][OH:17])=[CH:3][CH:2]=1, predict the reaction product. The product is: [N:1]1[CH:6]=[CH:5][C:4]([C:7]2[N:11]3[CH:12]=[CH:13][CH:14]=[CH:15][C:10]3=[N:9][C:8]=2[CH:16]=[O:17])=[CH:3][CH:2]=1.